Dataset: Catalyst prediction with 721,799 reactions and 888 catalyst types from USPTO. Task: Predict which catalyst facilitates the given reaction. (1) Reactant: C[O:2][C:3](=[O:32])[C@@H:4]([N:27]1[CH:31]=[CH:30][CH:29]=[CH:28]1)[CH2:5][C:6]1[CH:11]=[CH:10][C:9]([O:12][CH2:13][CH2:14][C:15]2[N:16]=[C:17]([C:21]3[CH:26]=[CH:25][CH:24]=[CH:23][CH:22]=3)[O:18][C:19]=2[CH3:20])=[CH:8][CH:7]=1. Product: [CH3:20][C:19]1[O:18][C:17]([C:21]2[CH:26]=[CH:25][CH:24]=[CH:23][CH:22]=2)=[N:16][C:15]=1[CH2:14][CH2:13][O:12][C:9]1[CH:10]=[CH:11][C:6]([CH2:5][C@H:4]([N:27]2[CH:31]=[CH:30][CH:29]=[CH:28]2)[C:3]([OH:32])=[O:2])=[CH:7][CH:8]=1. The catalyst class is: 249. (2) Reactant: [N+:1]([C:4]1[CH:5]=[C:6]2[CH:12]=[CH:11][NH:10][C:7]2=[N:8][CH:9]=1)([O-:3])=[O:2].[Cl-].[Al+3].[Cl-].[Cl-].[CH3:17][C:18](Br)([CH3:20])[CH3:19].C(=O)(O)[O-]. Product: [C:18]([C:12]1[C:6]2[C:7](=[N:8][CH:9]=[C:4]([N+:1]([O-:3])=[O:2])[CH:5]=2)[NH:10][CH:11]=1)([CH3:20])([CH3:19])[CH3:17]. The catalyst class is: 4. (3) Reactant: C([O:8][C@H:9]([C@H:11]([N:22]1[CH:26]=[C:25]([C:27]([NH2:29])=[O:28])[N:24]=[CH:23]1)[CH2:12][CH2:13][C:14]1[CH:19]=[CH:18][CH:17]=[CH:16][C:15]=1[S:20][CH3:21])[CH3:10])C1C=CC=CC=1.I[Si](C)(C)C.CO. Product: [OH:8][C@H:9]([C@H:11]([N:22]1[CH:26]=[C:25]([C:27]([NH2:29])=[O:28])[N:24]=[CH:23]1)[CH2:12][CH2:13][C:14]1[CH:19]=[CH:18][CH:17]=[CH:16][C:15]=1[S:20][CH3:21])[CH3:10]. The catalyst class is: 22. (4) Reactant: [CH3:1][N:2]1[C:10]2[C:5](=[CH:6][CH:7]=[CH:8][CH:9]=2)[C:4]([C:11]([O:13]C)=[O:12])=[N:3]1.[OH-].[Na+]. Product: [CH3:1][N:2]1[C:10]2[C:5](=[CH:6][CH:7]=[CH:8][CH:9]=2)[C:4]([C:11]([OH:13])=[O:12])=[N:3]1. The catalyst class is: 1. (5) Reactant: [Br:1][C:2]1[CH:7]=[C:6]([CH2:8][OH:9])[CH:5]=[C:4]([I:10])[C:3]=1[C:11]1[CH:16]=[CH:15][C:14]([O:17][Si](C(C)(C)C)(C)C)=[CH:13][CH:12]=1.C([Al]CC(C)C)C(C)C.[BH4-].[Na+].O. Product: [Br:1][C:2]1[CH:7]=[C:6]([CH2:8][OH:9])[CH:5]=[C:4]([I:10])[C:3]=1[C:11]1[CH:16]=[CH:15][C:14]([OH:17])=[CH:13][CH:12]=1. The catalyst class is: 224. (6) Reactant: [C:1]([O:5][CH:6]([C:10]1[C:19]([CH3:20])=[CH:18][C:17]2[C:12](=[CH:13][C:14]([C:21]#[C:22][C:23]3([OH:28])[CH2:27][CH2:26][CH2:25][CH2:24]3)=[CH:15][CH:16]=2)[C:11]=1[C:29]1[CH:34]=[CH:33][C:32]([Cl:35])=[CH:31][CH:30]=1)[C:7]([OH:9])=[O:8])([CH3:4])([CH3:3])[CH3:2]. Product: [C:1]([O:5][CH:6]([C:10]1[C:19]([CH3:20])=[CH:18][C:17]2[C:12](=[CH:13][C:14]([CH2:21][CH2:22][C:23]3([OH:28])[CH2:24][CH2:25][CH2:26][CH2:27]3)=[CH:15][CH:16]=2)[C:11]=1[C:29]1[CH:34]=[CH:33][C:32]([Cl:35])=[CH:31][CH:30]=1)[C:7]([OH:9])=[O:8])([CH3:4])([CH3:2])[CH3:3]. The catalyst class is: 144. (7) Reactant: [C:12]([O:11][C:9](O[C:9]([O:11][C:12]([CH3:15])([CH3:14])[CH3:13])=[O:10])=[O:10])([CH3:15])([CH3:14])[CH3:13].[CH3:16][NH:17][CH2:18][CH2:19][C:20]1[C:24]2=[N:25][CH:26]=[CH:27][CH:28]=[C:23]2[NH:22][CH:21]=1.C(N(CC)CC)C. Product: [NH:22]1[C:23]2[C:24](=[N:25][CH:26]=[CH:27][CH:28]=2)[C:20]([CH2:19][CH2:18][N:17]([CH3:16])[C:9](=[O:10])[O:11][C:12]([CH3:13])([CH3:14])[CH3:15])=[CH:21]1. The catalyst class is: 7.